Predict which catalyst facilitates the given reaction. From a dataset of Catalyst prediction with 721,799 reactions and 888 catalyst types from USPTO. (1) Reactant: [C:1]([O:5][C:6]([N:8]1[CH2:17][CH2:16][C:15]2[N:11]([C:12](Br)=[N:13][N:14]=2)[CH2:10][CH2:9]1)=[O:7])([CH3:4])([CH3:3])[CH3:2].[N:19]1([CH2:25][CH2:26][C@@H:27]([NH:36][C:37]2[CH:42]=[CH:41][C:40]([S:43]([NH2:46])(=[O:45])=[O:44])=[CH:39][C:38]=2[S:47]([C:50]([F:53])([F:52])[F:51])(=[O:49])=[O:48])[CH2:28][S:29][C:30]2[CH:35]=[CH:34][CH:33]=[CH:32][CH:31]=2)[CH2:24][CH2:23][O:22][CH2:21][CH2:20]1.CN[C@H]1CCCC[C@@H]1NC.C(=O)([O-])[O-].[Cs+].[Cs+]. Product: [C:1]([O:5][C:6]([N:8]1[CH2:17][CH2:16][C:15]2[N:11]([C:12]([NH:46][S:43]([C:40]3[CH:41]=[CH:42][C:37]([NH:36][C@@H:27]([CH2:28][S:29][C:30]4[CH:35]=[CH:34][CH:33]=[CH:32][CH:31]=4)[CH2:26][CH2:25][N:19]4[CH2:24][CH2:23][O:22][CH2:21][CH2:20]4)=[C:38]([S:47]([C:50]([F:52])([F:53])[F:51])(=[O:49])=[O:48])[CH:39]=3)(=[O:44])=[O:45])=[N:13][N:14]=2)[CH2:10][CH2:9]1)=[O:7])([CH3:4])([CH3:3])[CH3:2]. The catalyst class is: 509. (2) Reactant: [F:1][C:2]1[CH:7]=[CH:6][C:5]([C:8]2[CH:13]=[C:12]([CH:14]([NH:16][CH:17]3[CH2:20][CH2:19][CH2:18]3)[CH3:15])[CH:11]=[CH:10][N:9]=2)=[CH:4][CH:3]=1.[CH3:21][N:22]1[CH:26]=[C:25]([C:27](Cl)=[O:28])[N:24]=[CH:23]1.C(N(CC)CC)C.O. Product: [CH:17]1([N:16]([CH:14]([C:12]2[CH:11]=[CH:10][N:9]=[C:8]([C:5]3[CH:6]=[CH:7][C:2]([F:1])=[CH:3][CH:4]=3)[CH:13]=2)[CH3:15])[C:27]([C:25]2[N:24]=[CH:23][N:22]([CH3:21])[CH:26]=2)=[O:28])[CH2:20][CH2:19][CH2:18]1. The catalyst class is: 22. (3) Reactant: Cl[C:2]1[N:7]=[CH:6][C:5]([S:8]([N:11]2[C:15]([C:16]3[CH:21]=[CH:20][CH:19]=[CH:18][CH:17]=3)=[CH:14][C:13]([CH2:22][N:23](C)[C:24](=O)OC(C)(C)C)=[CH:12]2)(=[O:10])=[O:9])=[CH:4][C:3]=1[CH3:32].NN.[C:35](=[O:38])([O-:37])O.[Na+].[C:40]([O:43]CC)(=[O:42])[CH3:41].Cl. Product: [C:40]([OH:43])(=[O:42])/[CH:41]=[CH:2]/[C:35]([OH:37])=[O:38].[CH3:24][NH:23][CH2:22][C:13]1[CH:14]=[C:15]([C:16]2[CH:17]=[CH:18][CH:19]=[CH:20][CH:21]=2)[N:11]([S:8]([C:5]2[CH:6]=[N:7][CH:2]=[C:3]([CH3:32])[CH:4]=2)(=[O:10])=[O:9])[CH:12]=1. The catalyst class is: 214. (4) Reactant: [CH2:1]([O:3][C:4](=[O:15])[C:5]([N:12]=[N+]=[N-])=[CH:6][C:7]1[S:8][CH:9]=[CH:10][CH:11]=1)[CH3:2].O. Product: [CH2:1]([O:3][C:4]([C:5]1[NH:12][C:11]2[CH:10]=[CH:9][S:8][C:7]=2[CH:6]=1)=[O:15])[CH3:2]. The catalyst class is: 11. (5) Reactant: O[CH:2]=[CH:3][C:4](=O)[C:5]([O:9]C)(OC)[CH3:6].[Na].S([O-])(OC)(=O)=O.S(O)(O)(=O)=O.C[NH:25][C:26](=[NH:28])[SH:27].[C:29](=O)([O-])[O-].[Na+].[Na+]. Product: [CH3:29][S:27][C:26]1[N:28]=[C:4]([C:5](=[O:9])[CH3:6])[CH:3]=[CH:2][N:25]=1. The catalyst class is: 13.